Predict the reaction yield, written as a fraction of the theoretical maximum amount of product (1.0 means a 100% yield; for example, 0.34 means a 34% yield). From a dataset of Reaction yield outcomes from USPTO patents with 853,638 reactions. The reactants are [Na].[CH2:2]([O:4][C:5](=[O:16])[CH2:6][S:7][CH2:8][CH2:9][CH2:10][C:11](OCC)=[O:12])[CH3:3].CC(O)=O. The catalyst is CCO.CCOCC. The product is [O:12]=[C:11]1[CH2:10][CH2:9][CH2:8][S:7][CH:6]1[C:5]([O:4][CH2:2][CH3:3])=[O:16]. The yield is 0.340.